From a dataset of Reaction yield outcomes from USPTO patents with 853,638 reactions. Predict the reaction yield, written as a fraction of the theoretical maximum amount of product (1.0 means a 100% yield; for example, 0.34 means a 34% yield). (1) The reactants are [F-].[Cs+].[CH:3](/B(O)O)=[CH:4]/[CH3:5].[F:9][C:10]([F:32])([F:31])[C:11]([C:20]1[CH:25]=[C:24]([CH2:26][CH2:27][CH3:28])[C:23]([OH:29])=[C:22](I)[CH:21]=1)([O:16][CH2:17][O:18][CH3:19])[C:12]([F:15])([F:14])[F:13]. The catalyst is C1(C)C=CC=CC=1.C1C=CC(P(C2C=CC=CC=2)[C-]2C=CC=C2)=CC=1.C1C=CC(P(C2C=CC=CC=2)[C-]2C=CC=C2)=CC=1.Cl[Pd]Cl.[Fe+2]. The product is [F:9][C:10]([F:32])([F:31])[C:11]([C:20]1[CH:25]=[C:24]([CH2:26][CH2:27][CH3:28])[C:23]([OH:29])=[C:22](/[CH:3]=[CH:4]\[CH3:5])[CH:21]=1)([O:16][CH2:17][O:18][CH3:19])[C:12]([F:15])([F:14])[F:13]. The yield is 0.850. (2) The reactants are [C:1]([O:9]CC)(=O)[CH2:2][C:3]([O:5][CH2:6][CH3:7])=[O:4].[H-].[Na+].[CH2:14]([N:21]1[C:26]2[S:27][CH:28]=[CH:29][C:25]=2[C:24](=O)[O:23]C1=O)[C:15]1[CH:20]=[CH:19][CH:18]=[CH:17][CH:16]=1. The catalyst is CN(C=O)C. The product is [CH2:6]([O:5][C:3]([C:2]1[C:1](=[O:9])[N:21]([CH2:14][C:15]2[CH:20]=[CH:19][CH:18]=[CH:17][CH:16]=2)[C:26]2[S:27][CH:28]=[CH:29][C:25]=2[C:24]=1[OH:23])=[O:4])[CH3:7]. The yield is 0.680.